This data is from Catalyst prediction with 721,799 reactions and 888 catalyst types from USPTO. The task is: Predict which catalyst facilitates the given reaction. (1) Reactant: [H-].[Al+3].[Li+].[H-].[H-].[H-].[Cl:7][C:8]1[CH:13]=[CH:12][C:11]([CH:14]([NH:18][C:19](=[O:25])[O:20][C:21]([CH3:24])([CH3:23])[CH3:22])[CH2:15][C:16]#[N:17])=[CH:10][CH:9]=1. Product: [NH2:17][CH2:16][CH2:15][CH:14]([NH:18][C:19](=[O:25])[O:20][C:21]([CH3:23])([CH3:22])[CH3:24])[C:11]1[CH:10]=[CH:9][C:8]([Cl:7])=[CH:13][CH:12]=1. The catalyst class is: 1. (2) Reactant: [NH2:1][C:2]1[N:7]=[N:6][C:5]([C:8]2[CH:9]=[C:10]3[C:14](=[CH:15][CH:16]=2)[N:13](CC2C=CC(OC)=CC=2)[N:12]=[C:11]3[CH3:26])=[N:4][C:3]=1[N:27]1[CH2:32][CH2:31][N:30](C(OC(C)(C)C)=O)[CH2:29][CH2:28]1. Product: [NH2:1][C:2]1[N:7]=[N:6][C:5]([C:8]2[CH:9]=[C:10]3[C:14](=[CH:15][CH:16]=2)[NH:13][N:12]=[C:11]3[CH3:26])=[N:4][C:3]=1[N:27]1[CH2:28][CH2:29][NH:30][CH2:31][CH2:32]1. The catalyst class is: 55. (3) Product: [CH3:1][N:2]1[C@@H:6]([CH2:7][C:8]2[C:12]3[CH:13]=[C:14]([CH2:17][CH2:18][S:19]([C:22]4[CH:27]=[CH:26][CH:25]=[CH:24][CH:23]=4)(=[O:20])=[O:21])[CH:15]=[CH:16][C:11]=3[NH:10][CH:9]=2)[CH2:5][CH2:4][CH2:3]1.[CH3:38][C:28]1[CH:33]=[CH:32][C:31]([S:34]([OH:37])(=[O:36])=[O:35])=[CH:30][CH:29]=1. Reactant: [CH3:1][N:2]1[C@@H:6]([CH2:7][C:8]2[C:12]3[CH:13]=[C:14]([CH2:17][CH2:18][S:19]([C:22]4[CH:23]=[CH:24][CH:25]=[CH:26][CH:27]=4)(=[O:21])=[O:20])[CH:15]=[CH:16][C:11]=3[NH:10][CH:9]=2)[CH2:5][CH2:4][CH2:3]1.[C:28]1([CH3:38])[CH:33]=[CH:32][C:31]([S:34]([OH:37])(=[O:36])=[O:35])=[CH:30][CH:29]=1. The catalyst class is: 21. (4) Product: [Cl:55][C:52]1[CH:53]=[CH:54][C:49]([C:47]2[C:46]3[CH:56]=[C:57]([O:60][CH3:61])[CH:58]=[CH:59][C:45]=3[N:44]3[C:62]([CH3:65])=[N:63][N:64]=[C:43]3[C@H:42]([CH2:41][C:40]([NH:39][CH2:38][CH2:37][NH:36][C:12](=[O:14])/[CH:11]=[CH:10]/[C:7]3[CH:6]=[CH:5][C:4]([B:1]([OH:2])[OH:3])=[CH:9][CH:8]=3)=[O:66])[N:48]=2)=[CH:50][CH:51]=1. The catalyst class is: 64. Reactant: [B:1]([C:4]1[CH:9]=[CH:8][C:7]([CH:10]=[CH:11][C:12]([OH:14])=O)=[CH:6][CH:5]=1)([OH:3])[OH:2].CCN=C=NCCCN(C)C.C1C=CC2N(O)N=NC=2C=1.[NH2:36][CH2:37][CH2:38][NH:39][C:40](=[O:66])[CH2:41][C@@H:42]1[N:48]=[C:47]([C:49]2[CH:54]=[CH:53][C:52]([Cl:55])=[CH:51][CH:50]=2)[C:46]2[CH:56]=[C:57]([O:60][CH3:61])[CH:58]=[CH:59][C:45]=2[N:44]2[C:62]([CH3:65])=[N:63][N:64]=[C:43]12. (5) Reactant: [CH3:1][O:2][C:3]1[CH:4]=[C:5]2[C:10](=[CH:11][C:12]=1[O:13][CH3:14])[N:9]=[CH:8][N:7]=[C:6]2[O:15][C:16]1[CH:22]=[CH:21][C:19]([NH2:20])=[CH:18][CH:17]=1.Cl[C:24](Cl)([O:26][C:27](=[O:33])OC(Cl)(Cl)Cl)Cl.[CH:35]1(O)[CH2:39]C[CH2:37][CH2:36]1.C(=O)(O)[O-].[Na+]. Product: [CH3:1][O:2][C:3]1[CH:4]=[C:5]2[C:10](=[CH:11][C:12]=1[O:13][CH3:14])[N:9]=[CH:8][N:7]=[C:6]2[O:15][C:16]1[CH:22]=[CH:21][C:19]([NH:20][C:27](=[O:33])[O:26][CH:24]2[CH2:37][CH2:36][CH2:35][CH2:39]2)=[CH:18][CH:17]=1. The catalyst class is: 208. (6) Product: [CH3:1][O:2][C:3](=[O:21])[CH2:4][O:5][C:6]1[CH:7]=[CH:8][C:9]([C:12]2[CH:17]=[CH:16][C:15]([NH2:18])=[CH:14][CH:13]=2)=[CH:10][CH:11]=1. Reactant: [CH3:1][O:2][C:3](=[O:21])[CH2:4][O:5][C:6]1[CH:11]=[CH:10][C:9]([C:12]2[CH:17]=[CH:16][C:15]([N+:18]([O-])=O)=[CH:14][CH:13]=2)=[CH:8][CH:7]=1. The catalyst class is: 43. (7) The catalyst class is: 286. Reactant: [Cl:1][C:2]1[CH:3]=[C:4]([N:10]2[C:14]([CH3:15])=[C:13]([O:16][C:17]3[CH:26]=[CH:25][C:20]([C:21]([NH:23][NH2:24])=[O:22])=[CH:19][CH:18]=3)[C:12]([CH3:27])=[N:11]2)[CH:5]=[CH:6][C:7]=1[C:8]#[N:9].[CH:28]1([C:31](O)=O)[CH2:30][CH2:29]1. Product: [Cl:1][C:2]1[CH:3]=[C:4]([N:10]2[C:14]([CH3:15])=[C:13]([O:16][C:17]3[CH:26]=[CH:25][C:20]([C:21]4[O:22][C:31]([CH:28]5[CH2:30][CH2:29]5)=[N:24][N:23]=4)=[CH:19][CH:18]=3)[C:12]([CH3:27])=[N:11]2)[CH:5]=[CH:6][C:7]=1[C:8]#[N:9]. (8) Reactant: [Br:1][C:2]1[CH:12]=[CH:11][C:5]([O:6][CH2:7][C:8]([OH:10])=O)=[CH:4][CH:3]=1.[NH2:13][C:14]1[CH:15]=[C:16]([CH:20]=[CH:21][CH:22]=1)[C:17]([NH2:19])=[O:18].Cl.C(NCCCN=C=NCC)C.ON1C2C=CC=CC=2N=N1.C(N(CC)C(C)C)(C)C. Product: [Br:1][C:2]1[CH:3]=[CH:4][C:5]([O:6][CH2:7][C:8]([NH:13][C:14]2[CH:15]=[C:16]([CH:20]=[CH:21][CH:22]=2)[C:17]([NH2:19])=[O:18])=[O:10])=[CH:11][CH:12]=1. The catalyst class is: 3. (9) Reactant: [F:1][C:2]1[N:7]=[C:6]([C:8]2[C:16]3[C:11](=[CH:12][N:13]=[C:14]([C:17]4[CH:18]=[N:19][CH:20]=[CH:21][CH:22]=4)[CH:15]=3)[N:10](COCC[Si](C)(C)C)[N:9]=2)[CH:5]=[CH:4][C:3]=1[CH3:31].FC(F)(F)S(O)(=O)=O.C([SiH](CC)CC)C. Product: [F:1][C:2]1[N:7]=[C:6]([C:8]2[C:16]3[C:11](=[CH:12][N:13]=[C:14]([C:17]4[CH:18]=[N:19][CH:20]=[CH:21][CH:22]=4)[CH:15]=3)[NH:10][N:9]=2)[CH:5]=[CH:4][C:3]=1[CH3:31]. The catalyst class is: 617. (10) Reactant: [F:1][C:2]([CH3:28])([CH3:27])[CH2:3][N:4]1[CH2:9][CH2:8][CH:7]([CH2:10][NH:11][C:12]2[CH:17]=[CH:16][C:15](C3C=CC(C(O)=O)=CC=3)=[CH:14][CH:13]=2)[CH2:6][CH2:5]1.CCN=C=NCCCN(C)C.[CH:40]1[CH:41]=[CH:42][C:43]2N(O)N=N[C:44]=2[CH:45]=1.CCN(C(C)C)C(C)C.[NH:59]1[CH2:64][CH2:63][CH2:62][CH2:61][C@@H:60]1[C:65]([NH2:67])=[O:66].CN([CH:71]=[O:72])C. Product: [F:1][C:2]([CH3:28])([CH3:27])[CH2:3][N:4]1[CH2:9][CH2:8][CH:7]([CH2:10][NH:11][C:12]2[CH:17]=[CH:16][C:15]([C:43]3[C:44]([C:71]([N:59]4[CH2:64][CH2:63][CH2:62][CH2:61][C@@H:60]4[C:65]([NH2:67])=[O:66])=[O:72])=[CH:45][CH:40]=[CH:41][CH:42]=3)=[CH:14][CH:13]=2)[CH2:6][CH2:5]1. The catalyst class is: 6.